From a dataset of Forward reaction prediction with 1.9M reactions from USPTO patents (1976-2016). Predict the product of the given reaction. (1) Given the reactants O.[OH-].[Li+].[CH:4]1([C@@:10]([C:37]([O:39]C)=[O:38])([CH3:36])[NH:11][C:12]([C:14]2[CH:19]=[CH:18][C:17]([F:20])=[CH:16][C:15]=2[NH:21][C:22]([NH:24][C:25]2[C:30]([CH3:31])=[CH:29][C:28]([CH2:32][CH2:33][CH3:34])=[CH:27][C:26]=2[CH3:35])=[O:23])=[O:13])[CH2:9][CH2:8][CH2:7][CH2:6][CH2:5]1.CO.Cl, predict the reaction product. The product is: [CH:4]1([C@@:10]([C:37]([OH:39])=[O:38])([CH3:36])[NH:11][C:12]([C:14]2[CH:19]=[CH:18][C:17]([F:20])=[CH:16][C:15]=2[NH:21][C:22]([NH:24][C:25]2[C:30]([CH3:31])=[CH:29][C:28]([CH2:32][CH2:33][CH3:34])=[CH:27][C:26]=2[CH3:35])=[O:23])=[O:13])[CH2:9][CH2:8][CH2:7][CH2:6][CH2:5]1. (2) Given the reactants C(N(CC)CC)C.Cl[C:9]1[CH:16]=[CH:15][C:12]([C:13]#[N:14])=[CH:11][N:10]=1.[NH:17]1[CH2:22][CH2:21][CH2:20][C@@H:19]([NH:23][C:24]2[CH:29]=[CH:28][N:27]=[C:26]([C:30]3[N:34]4[CH:35]=[C:36]([C:39]#[N:40])[CH:37]=[CH:38][C:33]4=[N:32][CH:31]=3)[N:25]=2)[CH2:18]1, predict the reaction product. The product is: [C:13]([C:12]1[CH:15]=[CH:16][C:9]([N:17]2[CH2:22][CH2:21][CH2:20][C@@H:19]([NH:23][C:24]3[CH:29]=[CH:28][N:27]=[C:26]([C:30]4[N:34]5[CH:35]=[C:36]([C:39]#[N:40])[CH:37]=[CH:38][C:33]5=[N:32][CH:31]=4)[N:25]=3)[CH2:18]2)=[N:10][CH:11]=1)#[N:14]. (3) Given the reactants N#N.[CH2:3]([NH:10][C:11](=[O:21])[C:12]1[CH:17]=[C:16](Br)[CH:15]=[CH:14][C:13]=1[O:19][CH3:20])[C:4]1[CH:9]=[CH:8][CH:7]=[CH:6][CH:5]=1.[CH3:22][C:23]1([CH3:39])[C:27]([CH3:29])([CH3:28])[O:26][B:25]([B:25]2[O:26][C:27]([CH3:29])([CH3:28])[C:23]([CH3:39])([CH3:22])[O:24]2)[O:24]1.C([O-])(=O)C.[K+], predict the reaction product. The product is: [CH2:3]([NH:10][C:11](=[O:21])[C:12]1[CH:17]=[C:16]([B:25]2[O:26][C:27]([CH3:29])([CH3:28])[C:23]([CH3:39])([CH3:22])[O:24]2)[CH:15]=[CH:14][C:13]=1[O:19][CH3:20])[C:4]1[CH:9]=[CH:8][CH:7]=[CH:6][CH:5]=1. (4) Given the reactants [CH3:1][N:2]1[C:6]([C:7]2[CH:12]=[CH:11][C:10]([NH2:13])=[CH:9][CH:8]=2)=[CH:5][C:4]([C:14]([F:17])([F:16])[F:15])=[N:3]1.[F:18][C:19]1[CH:27]=[CH:26][CH:25]=[C:24]([F:28])[C:20]=1[C:21](Cl)=[O:22].CCN(C(C)C)C(C)C.C([O-])(O)=O.[Na+].C(Cl)Cl, predict the reaction product. The product is: [F:18][C:19]1[CH:27]=[CH:26][CH:25]=[C:24]([F:28])[C:20]=1[C:21]([NH:13][C:10]1[CH:9]=[CH:8][C:7]([C:6]2[N:2]([CH3:1])[N:3]=[C:4]([C:14]([F:15])([F:16])[F:17])[CH:5]=2)=[CH:12][CH:11]=1)=[O:22]. (5) The product is: [C:1]([NH:24][CH2:25][CH2:26][NH:27][P:28](=[O:55])([O:48][CH3:49])[O:29][CH2:30][C@@H:31]1[C@@H:35]([N:36]=[N+:37]=[N-:38])[CH2:34][C@@H:33]([N:39]2[CH:44]=[C:43]([CH3:45])[C:42](=[O:46])[NH:41][C:40]2=[O:47])[O:32]1)(=[O:23])[CH2:2][CH2:3][CH2:4]/[CH:5]=[CH:6]\[CH2:7]/[CH:8]=[CH:9]\[CH2:10]/[CH:11]=[CH:12]\[CH2:13]/[CH:14]=[CH:15]\[CH2:16]/[CH:17]=[CH:18]\[CH2:19][CH3:20]. Given the reactants [C:1]([NH:24][CH2:25][CH2:26][NH:27][P:28](=[O:55])([O:48][C:49]1C=CC=CC=1)[O:29][CH2:30][C@@H:31]1[C@@H:35]([N:36]=[N+:37]=[N-:38])[CH2:34][C@@H:33]([N:39]2[CH:44]=[C:43]([CH3:45])[C:42](=[O:46])[NH:41][C:40]2=[O:47])[O:32]1)(=[O:23])[CH2:2][CH2:3]/[CH:4]=[CH:5]\[CH2:6]/[CH:7]=[CH:8]\[CH2:9]/[CH:10]=[CH:11]\[CH2:12]/[CH:13]=[CH:14]\[CH2:15]/[CH:16]=[CH:17]\[CH2:18]/[CH:19]=[CH:20]\CC.NCCNC(=O)CCC/C=C\C/C=C\C/C=C\C/C=C\C/C=C\CC.NCCNC(=O)CCC=CCC=CCC=CCC=CCC=CCC=CCC, predict the reaction product. (6) The product is: [C:5]([C:1]1([C:16]2([OH:15])[CH2:20][CH2:19][N:18]([C:21]([O:23][C:24]([CH3:26])([CH3:25])[CH3:27])=[O:22])[CH2:17]2)[CH2:4][CH2:3][CH2:2]1)#[N:6]. Given the reactants [CH:1]1([C:5]#[N:6])[CH2:4][CH2:3][CH2:2]1.C([N-]C(C)C)(C)C.[Li+].[O:15]=[C:16]1[CH2:20][CH2:19][N:18]([C:21]([O:23][C:24]([CH3:27])([CH3:26])[CH3:25])=[O:22])[CH2:17]1.CCOC(C)=O, predict the reaction product. (7) Given the reactants Br[C:2]1[N:10]([CH2:11][C:12]2[CH:17]=[CH:16][C:15]([C:18]([F:21])([F:20])[F:19])=[CH:14][CH:13]=2)[C:9]2[C:4](=[N:5][C:6]([C:29]#[N:30])=[N:7][C:8]=2[NH:22][C@@H:23]([CH:25]2[CH2:28][CH2:27][CH2:26]2)[CH3:24])[N:3]=1.[F:31][C:32]1[CH:37]=[CH:36][C:35]([C@@H:38]([NH2:40])[CH3:39])=[CH:34][CH:33]=1, predict the reaction product. The product is: [CH:25]1([C@H:23]([NH:22][C:8]2[N:7]=[C:6]([C:29]#[N:30])[N:5]=[C:4]3[C:9]=2[N:10]([CH2:11][C:12]2[CH:13]=[CH:14][C:15]([C:18]([F:19])([F:21])[F:20])=[CH:16][CH:17]=2)[C:2]([NH:40][C@H:38]([C:35]2[CH:36]=[CH:37][C:32]([F:31])=[CH:33][CH:34]=2)[CH3:39])=[N:3]3)[CH3:24])[CH2:28][CH2:27][CH2:26]1.